Dataset: Kir2.1 potassium channel HTS with 301,493 compounds. Task: Binary Classification. Given a drug SMILES string, predict its activity (active/inactive) in a high-throughput screening assay against a specified biological target. (1) The molecule is Clc1ccc(NC(=O)Nc2c(Sc3sc([N+]([O-])=O)cn3)cccc2)cc1. The result is 0 (inactive). (2) The drug is S(CCC1OCCO1)c1sc(NC(=O)C2CN(C(=O)C2)c2ccc(OC)cc2)nn1. The result is 0 (inactive). (3) The compound is O=c1[nH]c2c(cc1CNCCc1cc(ccc1)C)cccc2C. The result is 1 (active). (4) The molecule is o1c2c(c(=O)c(Oc3ccccc3)c1C)ccc(O)c2. The result is 0 (inactive). (5) The molecule is Clc1ccc(COCC(O)CN2CCCCC2)cc1. The result is 0 (inactive). (6) The result is 0 (inactive). The molecule is s1c2c(c(C(=O)NCCCN3CCCC3=O)c1)cccc2. (7) The drug is O(c1cc(C(=O)Nc2cc(ccc2)C(=O)C)cc(OC)c1)C. The result is 0 (inactive). (8) The drug is S=C(N\N=C(\c1cc([N+]([O-])=O)ccc1)C)NC. The result is 0 (inactive). (9) The molecule is S(=O)(=O)(Nc1c(C(=O)N2CCN(CC2)C(=O)c2occc2)cccc1)c1ccc(F)cc1. The result is 0 (inactive). (10) The compound is Clc1ccc(C(=O)CSc2oc(nn2)C(N)CC(C)C)cc1. The result is 0 (inactive).